From a dataset of Reaction yield outcomes from USPTO patents with 853,638 reactions. Predict the reaction yield, written as a fraction of the theoretical maximum amount of product (1.0 means a 100% yield; for example, 0.34 means a 34% yield). (1) The reactants are [CH:1]1[C:6]([N+:7]([O-:9])=[O:8])=[CH:5][CH:4]=[C:3]([OH:10])[CH:2]=1.Cl[C:12]([O:14][CH2:15][Cl:16])=[O:13].C(N(CC)CC)C. The catalyst is O1CCCC1. The product is [C:12](=[O:13])([O:10][C:3]1[CH:4]=[CH:5][C:6]([N+:7]([O-:9])=[O:8])=[CH:1][CH:2]=1)[O:14][CH2:15][Cl:16]. The yield is 0.950. (2) The product is [C:14]([NH:13][C:11]([C:10]1[C:4]2[C:5](=[N:6][CH:7]=[C:2]([NH:26][C:27]3[CH:32]=[CH:31][CH:30]=[C:29]([CH:33]([OH:35])[CH3:34])[CH:28]=3)[N:3]=2)[N:8]([CH2:18][O:19][CH2:20][CH2:21][Si:22]([CH3:25])([CH3:24])[CH3:23])[CH:9]=1)=[O:12])([CH3:17])([CH3:16])[CH3:15]. The yield is 0.420. The reactants are Br[C:2]1[N:3]=[C:4]2[C:10]([C:11]([NH:13][C:14]([CH3:17])([CH3:16])[CH3:15])=[O:12])=[CH:9][N:8]([CH2:18][O:19][CH2:20][CH2:21][Si:22]([CH3:25])([CH3:24])[CH3:23])[C:5]2=[N:6][CH:7]=1.[NH2:26][C:27]1[CH:28]=[C:29]([CH:33]([OH:35])[CH3:34])[CH:30]=[CH:31][CH:32]=1.CC1(C)C2C(=C(P(C3C=CC=CC=3)C3C=CC=CC=3)C=CC=2)OC2C(P(C3C=CC=CC=3)C3C=CC=CC=3)=CC=CC1=2.C(=O)([O-])[O-].[Cs+].[Cs+]. The catalyst is O1CCOCC1.C1C=CC(/C=C/C(/C=C/C2C=CC=CC=2)=O)=CC=1.C1C=CC(/C=C/C(/C=C/C2C=CC=CC=2)=O)=CC=1.C1C=CC(/C=C/C(/C=C/C2C=CC=CC=2)=O)=CC=1.[Pd].[Pd]. (3) The reactants are [F:1][C:2]1([F:21])[CH2:6][N:5]([C:7]([O:9][C:10]([CH3:13])([CH3:12])[CH3:11])=[O:8])[C@@H:4]([CH:14]=[C:15]([CH3:20])[C:16]([O:18][CH3:19])=[O:17])[CH2:3]1. The catalyst is [Pd].CO. The product is [F:21][C:2]1([F:1])[CH2:6][N:5]([C:7]([O:9][C:10]([CH3:12])([CH3:13])[CH3:11])=[O:8])[C@@H:4]([CH2:14][CH:15]([CH3:20])[C:16]([O:18][CH3:19])=[O:17])[CH2:3]1. The yield is 0.857. (4) The reactants are Br[C:2]1[N:3]=[C:4]([CH:7]([O:20][Si:21]([C:24]([CH3:27])([CH3:26])[CH3:25])([CH3:23])[CH3:22])[CH2:8][CH2:9][CH2:10][CH2:11][CH2:12][CH2:13][C:14]2[CH:19]=[CH:18][CH:17]=[CH:16][CH:15]=2)[O:5][CH:6]=1.N#C[C:30](=[O:33])[O:31][CH3:32]. No catalyst specified. The product is [Si:21]([O:20][CH:7]([C:4]1[O:5][CH:6]=[C:2]([C:30]([O:31][CH3:32])=[O:33])[N:3]=1)[CH2:8][CH2:9][CH2:10][CH2:11][CH2:12][CH2:13][C:14]1[CH:19]=[CH:18][CH:17]=[CH:16][CH:15]=1)([C:24]([CH3:27])([CH3:26])[CH3:25])([CH3:23])[CH3:22]. The yield is 0.370. (5) The reactants are [CH3:1][O:2][C:3]1[CH:4]=[C:5]([CH2:13][C:14]([OH:16])=[O:15])[CH:6]=[C:7]([O:11][CH3:12])[C:8]=1[O:9][CH3:10].C[C:18]1[CH:25]=[CH:24]C=C[C:19]=1[CH:20]=[S:21].C(N([CH2:31][CH3:32])CC)C.[C:33](OC(=O)C)(=O)C.Cl. No catalyst specified. The product is [CH3:33][S:21][C:20]1[CH:19]=[CH:18][CH:25]=[CH:24][C:31]=1/[CH:32]=[C:13](\[C:5]1[CH:6]=[C:7]([O:11][CH3:12])[C:8]([O:9][CH3:10])=[C:3]([O:2][CH3:1])[CH:4]=1)/[C:14]([OH:16])=[O:15]. The yield is 0.388. (6) The reactants are [Cl:1][C:2]1[CH:3]=[C:4]([CH2:8][C:9]#[N:10])[CH:5]=[CH:6][CH:7]=1.CN(C)CCN(C)C.CO[CH:21](OC)[N:22]([CH3:24])[CH3:23]. No catalyst specified. The product is [CH3:23][N:22]([CH3:24])[CH:21]=[C:8]([C:4]1[CH:5]=[CH:6][CH:7]=[C:2]([Cl:1])[CH:3]=1)[C:9]#[N:10]. The yield is 1.00. (7) The reactants are [CH2:1]([N:3]1[C:11]2[C:6](=[C:7]([N+:16]([O-])=O)[CH:8]=[C:9]([C:12]([O:14][CH3:15])=[O:13])[CH:10]=2)[CH:5]=[N:4]1)[CH3:2]. The catalyst is CO.O.[Pd]. The product is [NH2:16][C:7]1[CH:8]=[C:9]([C:12]([O:14][CH3:15])=[O:13])[CH:10]=[C:11]2[C:6]=1[CH:5]=[N:4][N:3]2[CH2:1][CH3:2]. The yield is 0.800. (8) The reactants are Cl[C:2]1[N:3]=[N:4][C:5]([C:8]2[CH:9]=[N:10][N:11]([CH3:13])[CH:12]=2)=[CH:6][CH:7]=1.[F:14][C:15]([F:30])([C:20]1[CH:21]=[C:22]2[C:27](=[CH:28][CH:29]=1)[N:26]=[CH:25][CH:24]=[CH:23]2)[C:16]([NH:18][NH2:19])=O.CCOC(C)=O.C([O-])([O-])=O.[K+].[K+]. The catalyst is C(O)CCC. The product is [F:30][C:15]([F:14])([C:16]1[N:3]2[N:4]=[C:5]([C:8]3[CH:9]=[N:10][N:11]([CH3:13])[CH:12]=3)[CH:6]=[CH:7][C:2]2=[N:19][N:18]=1)[C:20]1[CH:21]=[C:22]2[C:27](=[CH:28][CH:29]=1)[N:26]=[CH:25][CH:24]=[CH:23]2. The yield is 0.620.